Dataset: NCI-60 drug combinations with 297,098 pairs across 59 cell lines. Task: Regression. Given two drug SMILES strings and cell line genomic features, predict the synergy score measuring deviation from expected non-interaction effect. Drug 1: CCC(=C(C1=CC=CC=C1)C2=CC=C(C=C2)OCCN(C)C)C3=CC=CC=C3.C(C(=O)O)C(CC(=O)O)(C(=O)O)O. Drug 2: CN(CCCl)CCCl.Cl. Cell line: LOX IMVI. Synergy scores: CSS=21.9, Synergy_ZIP=-6.60, Synergy_Bliss=0.372, Synergy_Loewe=-0.426, Synergy_HSA=-1.16.